From a dataset of NCI-60 drug combinations with 297,098 pairs across 59 cell lines. Regression. Given two drug SMILES strings and cell line genomic features, predict the synergy score measuring deviation from expected non-interaction effect. (1) Drug 1: C1=NNC2=C1C(=O)NC=N2. Drug 2: C1C(C(OC1N2C=NC3=C2NC=NCC3O)CO)O. Cell line: RPMI-8226. Synergy scores: CSS=2.79, Synergy_ZIP=0.564, Synergy_Bliss=-1.33, Synergy_Loewe=3.12, Synergy_HSA=-5.22. (2) Drug 1: CN1CCC(CC1)COC2=C(C=C3C(=C2)N=CN=C3NC4=C(C=C(C=C4)Br)F)OC. Drug 2: C(=O)(N)NO. Cell line: K-562. Synergy scores: CSS=42.0, Synergy_ZIP=1.19, Synergy_Bliss=3.47, Synergy_Loewe=-43.8, Synergy_HSA=1.89.